Dataset: Full USPTO retrosynthesis dataset with 1.9M reactions from patents (1976-2016). Task: Predict the reactants needed to synthesize the given product. (1) Given the product [Cl:1][C:2]1[CH:9]=[CH:8][C:5]([CH2:6][OH:7])=[C:4]([N:10]2[CH:14]=[CH:13][C:12]([CH3:15])=[N:11]2)[CH:3]=1, predict the reactants needed to synthesize it. The reactants are: [Cl:1][C:2]1[CH:9]=[CH:8][C:5]([CH:6]=[O:7])=[C:4]([N:10]2[CH:14]=[CH:13][C:12]([CH3:15])=[N:11]2)[CH:3]=1.[BH4-].[Na+]. (2) Given the product [CH:38]1([O:37][CH:8]([CH2:9][C:10]2[CH:15]=[CH:14][C:13]([O:16][CH2:17][CH2:18][CH:19]3[CH2:23][N:22]([CH2:24][C:25]4[CH:26]=[CH:27][C:28]([C:31]([F:34])([F:32])[F:33])=[CH:29][CH:30]=4)[C:21](=[O:35])[N:20]3[CH3:36])=[CH:12][CH:11]=2)[C:7]([OH:43])=[O:6])[CH2:42][CH2:41][CH2:40][CH2:39]1, predict the reactants needed to synthesize it. The reactants are: C1([O:6][C:7](=[O:43])[CH:8]([O:37][CH:38]2[CH2:42][CH2:41][CH2:40][CH2:39]2)[CH2:9][C:10]2[CH:15]=[CH:14][C:13]([O:16][CH2:17][CH2:18][CH:19]3[CH2:23][N:22]([CH2:24][C:25]4[CH:30]=[CH:29][C:28]([C:31]([F:34])([F:33])[F:32])=[CH:27][CH:26]=4)[C:21](=[O:35])[N:20]3[CH3:36])=[CH:12][CH:11]=2)CCCC1.[OH-].[Na+].